This data is from Reaction yield outcomes from USPTO patents with 853,638 reactions. The task is: Predict the reaction yield, written as a fraction of the theoretical maximum amount of product (1.0 means a 100% yield; for example, 0.34 means a 34% yield). (1) The reactants are [CH3:1][C:2]1([CH3:31])[CH2:7][CH:6]([C:8]2[C:16]3[C:11](=[C:12]([C:26]([NH2:28])=[O:27])[CH:13]=[C:14](B4OC(C)(C)C(C)(C)O4)[CH:15]=3)[NH:10][CH:9]=2)[CH2:5][CH2:4][S:3]1(=[O:30])=[O:29].Br[C:33]1[S:37][C:36]([S:38]([N:41]2[CH2:45][CH2:44][CH2:43][CH2:42]2)(=[O:40])=[O:39])=[CH:35][CH:34]=1.C(=O)([O-])[O-].[K+].[K+]. The catalyst is O1CCOCC1.O.C1C=CC(P(C2C=CC=CC=2)[C-]2C=CC=C2)=CC=1.C1C=CC(P(C2C=CC=CC=2)[C-]2C=CC=C2)=CC=1.Cl[Pd]Cl.[Fe+2].C(Cl)Cl. The product is [CH3:1][C:2]1([CH3:31])[CH2:7][CH:6]([C:8]2[C:16]3[C:11](=[C:12]([C:26]([NH2:28])=[O:27])[CH:13]=[C:14]([C:33]4[S:37][C:36]([S:38]([N:41]5[CH2:45][CH2:44][CH2:43][CH2:42]5)(=[O:39])=[O:40])=[CH:35][CH:34]=4)[CH:15]=3)[NH:10][CH:9]=2)[CH2:5][CH2:4][S:3]1(=[O:30])=[O:29]. The yield is 0.210. (2) The reactants are [Cl:1][C:2]1[CH:3]=[CH:4][C:5]2[NH:10][CH2:9][C:8](=[O:11])[NH:7][C:6]=2[N:12]=1. The catalyst is O1CCOCC1.[O-2].[O-2].[Mn+4]. The product is [Cl:1][C:2]1[CH:3]=[CH:4][C:5]2[N:10]=[CH:9][C:8](=[O:11])[NH:7][C:6]=2[N:12]=1. The yield is 0.820. (3) The reactants are Cl.[N:2]1([CH2:7][C:8]([OH:10])=O)[CH:6]=[N:5][CH:4]=[N:3]1.[Cl:11][C:12]1[CH:40]=[C:39]([F:41])[CH:38]=[CH:37][C:13]=1[CH2:14][C@H:15]1[CH2:19][NH:18][C@H:17]([C:20]([NH:22][C:23]2[CH:28]=[CH:27][C:26]([O:29][C:30]3[CH:35]=[CH:34][C:33]([F:36])=[CH:32][CH:31]=3)=[CH:25][CH:24]=2)=[O:21])[CH2:16]1. No catalyst specified. The product is [N:2]1([CH2:7][C:8]([N:18]2[CH2:19][C@H:15]([CH2:14][C:13]3[CH:37]=[CH:38][C:39]([F:41])=[CH:40][C:12]=3[Cl:11])[CH2:16][C@H:17]2[C:20]([NH:22][C:23]2[CH:28]=[CH:27][C:26]([O:29][C:30]3[CH:31]=[CH:32][C:33]([F:36])=[CH:34][CH:35]=3)=[CH:25][CH:24]=2)=[O:21])=[O:10])[CH:6]=[N:5][CH:4]=[N:3]1. The yield is 0.360. (4) The reactants are [Br:1][C:2]1[C:7]([OH:8])=[CH:6][CH:5]=[C:4]([Br:9])[N:3]=1.[C:10](=O)([O-])[O-].[K+].[K+].CS(C)=O.CI. The catalyst is O. The product is [Br:1][C:2]1[C:7]([O:8][CH3:10])=[CH:6][CH:5]=[C:4]([Br:9])[N:3]=1. The yield is 0.400. (5) The reactants are [N:1]([CH2:4][CH2:5][C:6]([CH3:18])([CH3:17])[CH2:7][CH2:8][O:9][Si](C(C)(C)C)(C)C)=[N+:2]=[N-:3].CCCC[N+](CCCC)(CCCC)CCCC.[F-]. The catalyst is O1CCCC1. The product is [N:1]([CH2:4][CH2:5][C:6]([CH3:18])([CH3:17])[CH2:7][CH2:8][OH:9])=[N+:2]=[N-:3]. The yield is 0.760. (6) The reactants are C(#N)C.[Br:4][C:5]1[CH:6]=[CH:7][C:8]([F:22])=[C:9]([CH:11](Cl)[C:12]2[S:13][C:14]3[CH:20]=[CH:19][CH:18]=[CH:17][C:15]=3[CH:16]=2)[CH:10]=1.[BH4-].[Na+].[OH-].[Na+]. The catalyst is O. The product is [Br:4][C:5]1[CH:6]=[CH:7][C:8]([F:22])=[C:9]([CH:10]=1)[CH2:11][C:12]1[S:13][C:14]2[CH:20]=[CH:19][CH:18]=[CH:17][C:15]=2[CH:16]=1. The yield is 0.809. (7) The reactants are Cl[CH:2]([CH2:5][C:6]1[CH:16]=[CH:15][C:9]2[N:10]=[C:11]([S:13][CH3:14])[S:12][C:8]=2[CH:7]=1)[CH:3]=O.[CH3:17][O:18][C:19]1[N:24]=[N:23][C:22]([NH2:25])=[CH:21][CH:20]=1.O. The catalyst is C(O)CCC. The product is [CH3:17][O:18][C:19]1[CH:20]=[CH:21][C:22]2[N:23]([C:2]([CH2:5][C:6]3[CH:16]=[CH:15][C:9]4[N:10]=[C:11]([S:13][CH3:14])[S:12][C:8]=4[CH:7]=3)=[CH:3][N:25]=2)[N:24]=1. The yield is 0.660. (8) The reactants are [Cl:1][C:2]1[CH:7]=[CH:6][C:5](B(O)O)=[CH:4][CH:3]=1.N[C@@H]1CCCC[C@H]1O.C[Si]([N-][Si](C)(C)C)(C)C.[Na+].N#N.I[CH:32]1[C:37](OC)([O:38]C)[CH2:36][CH2:35][O:34][CH2:33]1. The catalyst is C1COCC1.O.O.O.O.O.O.[Ni](Cl)Cl.CC(O)C. The product is [Cl:1][C:2]1[CH:7]=[CH:6][C:5]([CH:32]2[C:37](=[O:38])[CH2:36][CH2:35][O:34][CH2:33]2)=[CH:4][CH:3]=1. The yield is 0.400. (9) The reactants are [F:1][C:2]1[CH:7]=[CH:6][C:5](/[CH:8]=[CH:9]/[C:10](O)=[O:11])=[CH:4][C:3]=1[O:13][CH3:14].C(N(CC)CC)C.C1C=CC(P([N:36]=[N+:37]=[N-:38])(C2C=CC=CC=2)=O)=CC=1. The catalyst is C1C=CC=CC=1. The product is [F:1][C:2]1[CH:7]=[CH:6][C:5](/[CH:8]=[CH:9]/[C:10]([N:36]=[N+:37]=[N-:38])=[O:11])=[CH:4][C:3]=1[O:13][CH3:14]. The yield is 0.880. (10) The yield is 0.590. The product is [C:50]([O:54][C:55]([N:57]1[CH2:62][CH2:61][CH2:60][CH2:59][CH2:58]1)=[O:56])([CH3:53])([CH3:51])[CH3:52]. The reactants are C1(P(C2C=CC=CC=2)C2C=CC=CC=2)C=CC=CC=1.CCOC(/N=N/C(OCC)=O)=O.C1(C)C=CC=CC=1.OC1C=CC(CC(=O)C)=CC=1.[C:50]([O:54][C:55]([N:57]1[CH2:62][CH2:61][CH:60](O)[CH2:59][CH2:58]1)=[O:56])([CH3:53])([CH3:52])[CH3:51]. The catalyst is O1CCCC1.